This data is from Catalyst prediction with 721,799 reactions and 888 catalyst types from USPTO. The task is: Predict which catalyst facilitates the given reaction. (1) Product: [OH:4][CH:1]1[O:5][CH2:13][CH2:12][N:11]([CH2:10][C:9]2[CH:15]=[CH:16][C:17]([O:19][CH3:20])=[CH:18][C:8]=2[O:7][CH3:6])[C:2]1=[O:3]. Reactant: [C:1]([OH:5])(=[O:4])[CH:2]=[O:3].[CH3:6][O:7][C:8]1[CH:18]=[C:17]([O:19][CH3:20])[CH:16]=[CH:15][C:9]=1[CH2:10][NH:11][CH2:12][CH2:13]O.O. The catalyst class is: 7. (2) Reactant: [C:1]([O:5][C:6]([N:8]1[CH:13]([CH2:14][CH:15]([OH:18])[C:16]#[CH:17])[CH2:12][CH:11]([N:19]([CH2:24][C:25]2[CH:30]=[C:29]([C:31]([F:34])([F:33])[F:32])[CH:28]=[C:27]([C:35]([F:38])([F:37])[F:36])[CH:26]=2)[C:20]([O:22][CH3:23])=[O:21])[CH2:10][CH:9]1[CH2:39][CH3:40])=[O:7])([CH3:4])([CH3:3])[CH3:2].CC(OI1(OC(C)=O)(OC(C)=O)OC(=O)C2C=CC=CC1=2)=O.O.[O-]S(S([O-])=O)=O.[Na+].[Na+]. Product: [C:1]([O:5][C:6]([N:8]1[CH:13]([CH2:14][C:15](=[O:18])[C:16]#[CH:17])[CH2:12][CH:11]([N:19]([CH2:24][C:25]2[CH:26]=[C:27]([C:35]([F:38])([F:37])[F:36])[CH:28]=[C:29]([C:31]([F:34])([F:32])[F:33])[CH:30]=2)[C:20]([O:22][CH3:23])=[O:21])[CH2:10][CH:9]1[CH2:39][CH3:40])=[O:7])([CH3:4])([CH3:3])[CH3:2]. The catalyst class is: 2. (3) Reactant: [O:1]1[C:6]2[CH:7]=[CH:8][C:9](C=O)=[CH:10][C:5]=2[O:4][CH2:3][CH2:2]1.ClC1C=CC=C(C(OO)=[O:21])C=1. Product: [O:1]1[C:6]2[CH:7]=[CH:8][C:9]([OH:21])=[CH:10][C:5]=2[O:4][CH2:3][CH2:2]1. The catalyst class is: 2. (4) Reactant: [NH2:1][C:2]1[C:11]2[N:10]=[CH:9][C:8]([CH2:12][CH2:13][C:14]3[CH:21]=[CH:20][C:17]([C:18]#[N:19])=[CH:16][CH:15]=3)=[CH:7][C:6]=2[C:5]2[CH:22]=[CH:23][C:24]([CH3:26])=[CH:25][C:4]=2[N:3]=1.[OH-].[NH4+]. Product: [NH2:19][CH2:18][C:17]1[CH:16]=[CH:15][C:14]([CH2:13][CH2:12][C:8]2[CH:9]=[N:10][C:11]3[C:6]([CH:7]=2)=[C:5]2[CH:22]=[CH:23][C:24]([CH3:26])=[CH:25][C:4]2=[N:3][C:2]=3[NH2:1])=[CH:21][CH:20]=1. The catalyst class is: 171. (5) Reactant: [C:1](OC)(=O)[CH2:2][C:3]([O:5]C)=[O:4].[H-].[Na+].BrC[CH2:14][CH2:15][C:16]([F:19])([F:18])[F:17].O. Product: [F:17][C:16]([F:19])([F:18])[CH2:15][CH2:14][CH2:1][CH2:2][C:3]([OH:5])=[O:4]. The catalyst class is: 1. (6) Reactant: [CH2:1]([N:8]1[C@@H:16]2[C@@:11]([C:18]3[CH:23]=[CH:22][C:21]([O:24][CH3:25])=[C:20]([O:26][CH3:27])[CH:19]=3)([CH2:12][CH2:13][C@@H:14]([NH2:17])[CH2:15]2)[CH2:10][CH2:9]1)[C:2]1[CH:7]=[CH:6][CH:5]=[CH:4][CH:3]=1.[C:28]([O-:31])(O)=[O:29].[Na+].O. Product: [CH2:1]([N:8]1[C@@H:16]2[C@@:11]([C:18]3[CH:23]=[CH:22][C:21]([O:24][CH3:25])=[C:20]([O:26][CH3:27])[CH:19]=3)([CH2:12][CH2:13][C@@H:14]([NH:17][C:28](=[O:29])[O:31][C:2]([CH3:7])([CH3:3])[CH3:1])[CH2:15]2)[CH2:10][CH2:9]1)[C:2]1[CH:7]=[CH:6][CH:5]=[CH:4][CH:3]=1. The catalyst class is: 5. (7) Reactant: [F:1][C:2]1[CH:7]=[C:6]([F:8])[CH:5]=[CH:4][C:3]=1[C:9]1[CH:14]=[C:13]([I:15])[C:12]([O:16][CH3:17])=[C:11]([C:18]([O:20]CC)=[O:19])[CH:10]=1.[OH-].[Na+].Cl. Product: [F:1][C:2]1[CH:7]=[C:6]([F:8])[CH:5]=[CH:4][C:3]=1[C:9]1[CH:14]=[C:13]([I:15])[C:12]([O:16][CH3:17])=[C:11]([C:18]([OH:20])=[O:19])[CH:10]=1. The catalyst class is: 8. (8) Reactant: Cl.Cl.[CH3:3][N:4]1[CH2:9][CH2:8][NH:7][CH2:6][CH:5]1[CH2:10][OH:11].Br[CH2:13][C:14]([O:16][CH2:17][CH3:18])=[O:15].C([O-])([O-])=O.[K+].[K+]. Product: [CH2:17]([O:16][C:14](=[O:15])[CH2:13][N:7]1[CH2:8][CH2:9][N:4]([CH3:3])[CH:5]([CH2:10][OH:11])[CH2:6]1)[CH3:18]. The catalyst class is: 23. (9) Reactant: [C:1]([O:5][C:6]([N:8]([CH2:10][C:11]1[CH:12]=[CH:13][C:14]([NH:17][C:18]2[S:19][C:20]([S:23][C:24]3[CH:29]=[CH:28][N:27]=[C:26]([C:30]([OH:32])=O)[C:25]=3[F:33])=[CH:21][N:22]=2)=[N:15][CH:16]=1)[CH3:9])=[O:7])([CH3:4])([CH3:3])[CH3:2].[NH2:34][CH2:35][C:36]([C:41]1[CH:46]=[CH:45][CH:44]=[CH:43][CH:42]=1)([OH:40])[CH2:37][CH2:38][CH3:39].C1C=CC2N(O)N=NC=2C=1.CCN=C=NCCCN(C)C.C(N(C(C)C)CC)(C)C. Product: [F:33][C:25]1[C:26]([C:30](=[O:32])[NH:34][CH2:35][C:36]([OH:40])([C:41]2[CH:42]=[CH:43][CH:44]=[CH:45][CH:46]=2)[CH2:37][CH2:38][CH3:39])=[N:27][CH:28]=[CH:29][C:24]=1[S:23][C:20]1[S:19][C:18]([NH:17][C:14]2[N:15]=[CH:16][C:11]([CH2:10][N:8]([CH3:9])[C:6](=[O:7])[O:5][C:1]([CH3:3])([CH3:2])[CH3:4])=[CH:12][CH:13]=2)=[N:22][CH:21]=1. The catalyst class is: 37. (10) Reactant: [C:1]([O:5][C:6](=[O:26])[NH:7][CH:8]([C:15]1[CH:20]=[CH:19][C:18]([O:21][C:22]([F:25])([F:24])[F:23])=[CH:17][CH:16]=1)[C:9](N(OC)C)=[O:10])([CH3:4])([CH3:3])[CH3:2].[CH:27]1([Mg]Br)[CH2:29][CH2:28]1.O1CCCC1.Cl. Product: [C:1]([O:5][C:6](=[O:26])[NH:7][CH:8]([C:15]1[CH:16]=[CH:17][C:18]([O:21][C:22]([F:25])([F:24])[F:23])=[CH:19][CH:20]=1)[C:9]([CH:27]1[CH2:29][CH2:28]1)=[O:10])([CH3:3])([CH3:4])[CH3:2]. The catalyst class is: 7.